Task: Predict the reaction yield, written as a fraction of the theoretical maximum amount of product (1.0 means a 100% yield; for example, 0.34 means a 34% yield).. Dataset: Reaction yield outcomes from USPTO patents with 853,638 reactions (1) The reactants are [CH3:1][N:2]([C:12]1[CH:17]=[CH:16][CH:15]=[CH:14][CH:13]=1)[C:3]1[CH:4]=[C:5]([CH2:9][CH2:10][OH:11])[CH:6]=[CH:7][CH:8]=1.C(O[CH:21](OCC)[CH2:22][NH2:23])C. The catalyst is Cl.O1CCOCC1. The product is [NH2:23][CH2:22][CH:21]1[C:6]2[CH:7]=[CH:8][C:3]([N:2]([CH3:1])[C:12]3[CH:17]=[CH:16][CH:15]=[CH:14][CH:13]=3)=[CH:4][C:5]=2[CH2:9][CH2:10][O:11]1. The yield is 0.130. (2) The reactants are [CH3:1][C:2]1([CH3:18])[C:6]([CH3:8])([CH3:7])[O:5][B:4]([C:9]2[CH:17]=[CH:16][C:12]([C:13]([OH:15])=O)=[CH:11][CH:10]=2)[O:3]1.[N:19]1([CH:24]2[CH2:29][CH2:28][NH:27][CH2:26][CH2:25]2)[CH2:23][CH2:22][CH2:21][CH2:20]1.ON1C2C=CC=CC=2N=N1.Cl.CN(C)CCCN=C=NCC. The catalyst is CN(C=O)C. The product is [N:19]1([CH:24]2[CH2:29][CH2:28][N:27]([C:13]([C:12]3[CH:11]=[CH:10][C:9]([B:4]4[O:5][C:6]([CH3:7])([CH3:8])[C:2]([CH3:1])([CH3:18])[O:3]4)=[CH:17][CH:16]=3)=[O:15])[CH2:26][CH2:25]2)[CH2:23][CH2:22][CH2:21][CH2:20]1. The yield is 0.420.